Dataset: Forward reaction prediction with 1.9M reactions from USPTO patents (1976-2016). Task: Predict the product of the given reaction. (1) Given the reactants [H-].[Na+].[F:3][C:4]1[CH:12]=[C:11]2[C:7]([CH:8]=[CH:9][NH:10]2)=[CH:6][CH:5]=1.[CH:13]([N:26]1[CH2:29][CH:28]([CH2:30]OS(C)(=O)=O)[CH2:27]1)([C:20]1[CH:25]=[CH:24][CH:23]=[CH:22][CH:21]=1)[C:14]1[CH:19]=[CH:18][CH:17]=[CH:16][CH:15]=1, predict the reaction product. The product is: [CH:13]([N:26]1[CH2:29][CH:28]([CH2:30][N:10]2[C:11]3[C:7](=[CH:6][CH:5]=[C:4]([F:3])[CH:12]=3)[CH:8]=[CH:9]2)[CH2:27]1)([C:20]1[CH:21]=[CH:22][CH:23]=[CH:24][CH:25]=1)[C:14]1[CH:15]=[CH:16][CH:17]=[CH:18][CH:19]=1. (2) Given the reactants [NH2:1][C@H:2]([CH2:7][OH:8])[CH2:3][CH:4]([CH3:6])[CH3:5].[F:9][C:10]1[CH:17]=[C:16]([F:18])[CH:15]=[CH:14][C:11]=1[CH:12]=O.O, predict the reaction product. The product is: [F:9][C:10]1[CH:17]=[C:16]([F:18])[CH:15]=[CH:14][C:11]=1[CH:12]=[N:1][C@@H:2]([CH2:3][CH:4]([CH3:6])[CH3:5])[CH2:7][OH:8]. (3) Given the reactants [N:1]1C=C[CH:4]=[CH:3][CH:2]=1.[CH:7]([SiH:10]([CH:26]([CH3:28])[CH3:27])[C:11]1[CH:25]=[CH:24][C:14]([C:15]([NH:17][CH2:18][CH2:19][CH2:20][C:21]([OH:23])=[O:22])=[O:16])=[CH:13][CH:12]=1)([CH3:9])[CH3:8].C(CCO)#N.C(N(CC)CC)C, predict the reaction product. The product is: [C:2]([CH2:3][CH2:4][O:22][C:21](=[O:23])[CH2:20][CH2:19][CH2:18][NH:17][C:15](=[O:16])[C:14]1[CH:13]=[CH:12][C:11]([SiH:10]([CH:7]([CH3:9])[CH3:8])[CH:26]([CH3:28])[CH3:27])=[CH:25][CH:24]=1)#[N:1]. (4) Given the reactants [OH:1][C:2]1[C:3]([C:12]([O:14][CH3:15])=[O:13])=[CH:4][C:5]2[C:10]([CH:11]=1)=[CH:9][CH:8]=[CH:7][CH:6]=2.C(N(CC)CC)C.[F:23][C:24]([F:43])([F:42])[S:25](N(C1C=CC=CC=1)[S:25]([C:24]([F:43])([F:42])[F:23])(=[O:27])=[O:26])(=[O:27])=[O:26], predict the reaction product. The product is: [F:23][C:24]([F:43])([F:42])[S:25]([O:1][C:2]1[C:3]([C:12]([O:14][CH3:15])=[O:13])=[CH:4][C:5]2[C:10]([CH:11]=1)=[CH:9][CH:8]=[CH:7][CH:6]=2)(=[O:27])=[O:26]. (5) Given the reactants [CH3:1]C(C)([O-])C.[K+].[F:7][C:8]1[CH:9]=[C:10]([CH:15]2[CH2:20][C:19](=O)[CH2:18][CH2:17][N:16]2[C:22]([O:24][CH2:25][C:26]2[CH:31]=[CH:30][CH:29]=[CH:28][CH:27]=2)=[O:23])[CH:11]=[CH:12][C:13]=1[F:14], predict the reaction product. The product is: [F:7][C:8]1[CH:9]=[C:10]([CH:15]2[CH2:20][C:19](=[CH2:1])[CH2:18][CH2:17][N:16]2[C:22]([O:24][CH2:25][C:26]2[CH:31]=[CH:30][CH:29]=[CH:28][CH:27]=2)=[O:23])[CH:11]=[CH:12][C:13]=1[F:14]. (6) Given the reactants CS([C:5]1[N:6]=[C:7]([NH:26][C:27]2[CH:32]=[CH:31][C:30]([C:33]([F:36])([F:35])[F:34])=[CH:29][CH:28]=2)[C:8]2[CH2:14][CH2:13][N:12]([C:15]3[C:20]([C:21]([F:24])([F:23])[F:22])=[CH:19][CH:18]=[CH:17][N:16]=3)[CH2:11][CH2:10][C:9]=2[N:25]=1)(=O)=O.[NH2:37][C:38]1[CH:43]=[CH:42][CH:41]=[CH:40][CH:39]=1.C1(C)C=CC(S(O)(=O)=O)=CC=1, predict the reaction product. The product is: [C:38]1([NH:37][C:5]2[N:6]=[C:7]([NH:26][C:27]3[CH:28]=[CH:29][C:30]([C:33]([F:35])([F:34])[F:36])=[CH:31][CH:32]=3)[C:8]3[CH2:14][CH2:13][N:12]([C:15]4[C:20]([C:21]([F:24])([F:22])[F:23])=[CH:19][CH:18]=[CH:17][N:16]=4)[CH2:11][CH2:10][C:9]=3[N:25]=2)[CH:43]=[CH:42][CH:41]=[CH:40][CH:39]=1. (7) Given the reactants [C:1]1([CH:7]2[CH2:12][CH2:11][CH2:10][CH2:9][NH:8]2)[CH:6]=[CH:5][CH:4]=[CH:3][CH:2]=1.[Cl:13][C:14]1[N:19]=[C:18](Cl)[CH:17]=[CH:16][N:15]=1.C(=O)(O)[O-].[Na+], predict the reaction product. The product is: [Cl:13][C:14]1[N:19]=[C:18]([N:8]2[CH2:9][CH2:10][CH2:11][CH2:12][CH:7]2[C:1]2[CH:6]=[CH:5][CH:4]=[CH:3][CH:2]=2)[CH:17]=[CH:16][N:15]=1. (8) Given the reactants Cl.[Cl:2][CH2:3][C:4]1[CH:9]=[CH:8][CH:7]=[CH:6][N:5]=1.C([O-])([O-])=O.[K+].[K+].[CH:16]1[CH:21]=[CH:20][C:19]([P:22]([C:29]2[CH:34]=[CH:33][CH:32]=[CH:31][CH:30]=2)[C:23]2[CH:28]=[CH:27][CH:26]=[CH:25][CH:24]=2)=[CH:18][CH:17]=1, predict the reaction product. The product is: [Cl-:2].[N:5]1[CH:6]=[CH:7][CH:8]=[CH:9][C:4]=1[CH2:3][P+:22]([C:23]1[CH:24]=[CH:25][CH:26]=[CH:27][CH:28]=1)([C:29]1[CH:34]=[CH:33][CH:32]=[CH:31][CH:30]=1)[C:19]1[CH:18]=[CH:17][CH:16]=[CH:21][CH:20]=1.